From a dataset of Drug-target binding data from BindingDB patent sources. Regression. Given a target protein amino acid sequence and a drug SMILES string, predict the binding affinity score between them. We predict pAffinity (pAffinity = -log10(affinity in M)). Dataset: bindingdb_patent. (1) The drug is COc1ccc(Cn2c3sc4CN(CCc4c3c3ncnn3c2=O)S(C)(=O)=O)cc1. The target protein (Q01064) has sequence MELSPRSPPEMLEESDCPSPLELKSAPSKKMWIKLRSLLRYMVKQLENGEINIEELKKNLEYTASLLEAVYIDETRQILDTEDELQELRSDAVPSEVRDWLASTFTQQARAKGRRAEEKPKFRSIVHAVQAGIFVERMFRRTYTSVGPTYSTAVLNCLKNLDLWCFDVFSLNQAADDHALRTIVFELLTRHNLISRFKIPTVFLMSFLDALETGYGKYKNPYHNQIHAADVTQTVHCFLLRTGMVHCLSEIELLAIIFAAAIHDYEHTGTTNSFHIQTKSECAIVYNDRSVLENHHISSVFRLMQDDEMNIFINLTKDEFVELRALVIEMVLATDMSCHFQQVKTMKTALQQLERIDKPKALSLLLHAADISHPTKQWLVHSRWTKALMEEFFRQGDKEAELGLPFSPLCDRTSTLVAQSQIGFIDFIVEPTFSVLTDVAEKSVQPLADEDSKSKNQPSFQWRQPSLDVEVGDPNPDVVSFRSTWVKRIQENKQKWKERA.... The pAffinity is 7.0. (2) The target protein (Q99732) has sequence MSVPGPYQAATGPSSAPSAPPSYEETVAVNSYYPTPPAPMPGPTTGLVTGPDGKGMNPPSYYTQPAPIPNNNPITVQTVYVQHPITFLDRPIQMCCPSCNKMIVSQLSYNAGALTWLSCGSLCLLGCIAGCCFIPFCVDALQDVDHYCPNCRALLGTYKRL. The pAffinity is 5.6. The small molecule is CCCc1cccc2c1ncc1c2n(C2CCCC2)c(=O)n(CC)c1=O. (3) The drug is O[C@H]1[C@H]2O[C@H]2[C@H](O)[C@@H](O)[C@@H]1O. The target protein (P04062) has sequence MEFSSPSREECPKPLSRVSIMAGSLTGLLLLQAVSWASGARPCIPKSFGYSSVVCVCNATYCDSFDPPTFPALGTFSRYESTRSGRRMELSMGPIQANHTGTGLLLTLQPEQKFQKVKGFGGAMTDAAALNILALSPPAQNLLLKSYFSEEGIGYNIIRVPMASCDFSIRTYTYADTPDDFQLHNFSLPEEDTKLKIPLIHRALQLAQRPVSLLASPWTSPTWLKTNGAVNGKGSLKGQPGDIYHQTWARYFVKFLDAYAEHKLQFWAVTAENEPSAGLLSGYPFQCLGFTPEHQRDFIARDLGPTLANSTHHNVRLLMLDDQRLLLPHWAKVVLTDPEAAKYVHGIAVHWYLDFLAPAKATLGETHRLFPNTMLFASEACVGSKFWEQSVRLGSWDRGMQYSHSIITNLLYHVVGWTDWNLALNPEGGPNWVRNFVDSPIIVDITKDTFYKQPMFYHLGHFSKFIPEGSQRVGLVASQKNDLDAVALMHPDGSAVVVVL.... The pAffinity is 4.9. (4) The compound is CC1(C)CCC2(CCC3(C)C(C2C1)C(=O)C=C1C2(C)C=C(C#N)C(=O)C(C)(C)C2CCC31C)C(=O)n1cnc(c1)-c1ccncc1. The target protein (P35228) has sequence MACPWKFLFKTKFHQYAMNGEKDINNNVEKAPCATSSPVTQDDLQYHNLSKQQNESPQPLVETGKKSPESLVKLDATPLSSPRHVRIKNWGSGMTFQDTLHHKAKGILTCRSKSCLGSIMTPKSLTRGPRDKPTPPDELLPQAIEFVNQYYGSFKEAKIEEHLARVEAVTKEIETTGTYQLTGDELIFATKQAWRNAPRCIGRIQWSNLQVFDARSCSTAREMFEHICRHVRYSTNNGNIRSAITVFPQRSDGKHDFRVWNAQLIRYAGYQMPDGSIRGDPANVEFTQLCIDLGWKPKYGRFDVVPLVLQANGRDPELFEIPPDLVLEVAMEHPKYEWFRELELKWYALPAVANMLLEVGGLEFPGCPFNGWYMGTEIGVRDFCDVQRYNILEEVGRRMGLETHKLASLWKDQAVVEINIAVLHSFQKQNVTIMDHHSAAESFMKYMQNEYRSRGGCPADWIWLVPPMSGSITPVFHQEMLNYVLSPFYYYQVEAWKTHV.... The pAffinity is 8.0. (5) The compound is OC(=O)c1cc(Br)ccc1C(=O)Nc1ccc(Cl)c(Cl)n1. The target protein (Q99523) has sequence MERPWGAADGLSRWPHGLGLLLLLQLLPPSTLSQDRLDAPPPPAAPLPRWSGPIGVSWGLRAAAAGGAFPRGGRWRRSAPGEDEECGRVRDFVAKLANNTHQHVFDDLRGSVSLSWVGDSTGVILVLTTFHVPLVIMTFGQSKLYRSEDYGKNFKDITDLINNTFIRTEFGMAIGPENSGKVVLTAEVSGGSRGGRIFRSSDFAKNFVQTDLPFHPLTQMMYSPQNSDYLLALSTENGLWVSKNFGGKWEEIHKAVCLAKWGSDNTIFFTTYANGSCKADLGALELWRTSDLGKSFKTIGVKIYSFGLGGRFLFASVMADKDTTRRIHVSTDQGDTWSMAQLPSVGQEQFYSILAANDDMVFMHVDEPGDTGFGTIFTSDDRGIVYSKSLDRHLYTTTGGETDFTNVTSLRGVYITSVLSEDNSIQTMITFDQGGRWTHLRKPENSECDATAKNKNECSLHIHASYSISQKLNVPMAPLSEPNAVGIVIAHGSVGDAISV.... The pAffinity is 5.7. (6) The small molecule is COc1cc(ccn1)-c1c[nH]c2ncc(cc12)-c1cc(NC(=O)C=C)cc(c1)C(F)(F)F. The target protein (P19174) has sequence MAGAASPCANGCGPGAPSDAEVLHLCRSLEVGTVMTLFYSKKSQRPERKTFQVKLETRQITWSRGADKIEGAIDIREIKEIRPGKTSRDFDRYQEDPAFRPDQSHCFVILYGMEFRLKTLSLQATSEDEVNMWIKGLTWLMEDTLQAPTPLQIERWLRKQFYSVDRNREDRISAKDLKNMLSQVNYRVPNMRFLRERLTDLEQRSGDITYGQFAQLYRSLMYSAQKTMDLPFLEASTLRAGERPELCRVSLPEFQQFLLDYQGELWAVDRLQVQEFMLSFLRDPLREIEEPYFFLDEFVTFLFSKENSVWNSQLDAVCPDTMNNPLSHYWISSSHNTYLTGDQFSSESSLEAYARCLRMGCRCIELDCWDGPDGMPVIYHGHTLTTKIKFSDVLHTIKEHAFVASEYPVILSIEDHCSIAQQRNMAQYFKKVLGDTLLTKPVEISADGLPSPNQLKRKILIKHKKLAEGSAYEEVPTSMMYSENDISNSIKNGILYLEDP.... The pAffinity is 6.0. (7) The small molecule is Nc1nnc([nH]1)N1CCC(CC1)N1Cc2ccccc2OC[C@@H]1Cc1ccc(Cl)cc1. The target protein (Q13231) has sequence MVRSVAWAGFMVLLMIPWGSAAKLVCYFTNWAQYRQGEARFLPKDLDPSLCTHLIYAFAGMTNHQLSTTEWNDETLYQEFNGLKKMNPKLKTLLAIGGWNFGTQKFTDMVATANNRQTFVNSAIRFLRKYSFDGLDLDWEYPGSQGSPAVDKERFTTLVQDLANAFQQEAQTSGKERLLLSAAVPAGQTYVDAGYEVDKIAQNLDFVNLMAYDFHGSWEKVTGHNSPLYKRQEESGAAASLNVDAAVQQWLQKGTPASKLILGMPTYGRSFTLASSSDTRVGAPATGSGTPGPFTKEGGMLAYYEVCSWKGATKQRIQDQKVPYIFRDNQWVGFDDVESFKTKVSYLKQKGLGGAMVWALDLDDFAGFSCNQGRYPLIQTLRQELSLPYLPSGTPELEVPKPGQPSEPEHGPSPGQDTFCQGKADGLYPNPRERSSFYSCAAGRLFQQSCPTGLVFSNSCKCCTWN. The pAffinity is 6.3.